This data is from Catalyst prediction with 721,799 reactions and 888 catalyst types from USPTO. The task is: Predict which catalyst facilitates the given reaction. (1) Reactant: Cl[C:2]1[N:7]=[C:6]([NH:8][CH:9]2[CH2:14][C:13]([CH3:16])([CH3:15])[NH:12][C:11]([CH3:18])([CH3:17])[CH2:10]2)[C:5]([F:19])=[CH:4][N:3]=1.[CH:20]1([C:23]2[CH:24]=[C:25]([NH2:35])[CH:26]=[C:27]([C:29]3[N:33]([CH3:34])[N:32]=[N:31][N:30]=3)[CH:28]=2)[CH2:22][CH2:21]1.O.C1(C)C=CC(S(O)(=O)=O)=CC=1. Product: [CH:20]1([C:23]2[CH:24]=[C:25]([NH:35][C:2]3[N:7]=[C:6]([NH:8][CH:9]4[CH2:14][C:13]([CH3:16])([CH3:15])[NH:12][C:11]([CH3:18])([CH3:17])[CH2:10]4)[C:5]([F:19])=[CH:4][N:3]=3)[CH:26]=[C:27]([C:29]3[N:33]([CH3:34])[N:32]=[N:31][N:30]=3)[CH:28]=2)[CH2:22][CH2:21]1. The catalyst class is: 32. (2) Reactant: I[C:2]1[CH:9]=[CH:8][C:5]([C:6]#[N:7])=[CH:4][CH:3]=1.C([Mg]Cl)(C)C.[C:15]1(=[O:19])[CH2:18][CH2:17][CH2:16]1. Product: [OH:19][C:15]1([C:2]2[CH:9]=[CH:8][C:5]([C:6]#[N:7])=[CH:4][CH:3]=2)[CH2:18][CH2:17][CH2:16]1. The catalyst class is: 27.